Dataset: Forward reaction prediction with 1.9M reactions from USPTO patents (1976-2016). Task: Predict the product of the given reaction. (1) Given the reactants [F:1][C:2]1[CH:7]=[CH:6][C:5]([C:8]([F:11])([F:10])[F:9])=[CH:4][C:3]=1[NH:12][C:13](=[O:30])[C:14]1[CH:19]=[CH:18][C:17]([CH3:20])=[C:16](B2OC(C)(C)C(C)(C)O2)[CH:15]=1.Br[C:32]1[CH:33]=[C:34]2[C:39](=[CH:40][CH:41]=1)[N:38]=[C:37]([NH:42][CH3:43])[N:36]=[CH:35]2.C([O-])([O-])=O.[Na+].[Na+].O1CCOCC1, predict the reaction product. The product is: [F:1][C:2]1[CH:7]=[CH:6][C:5]([C:8]([F:11])([F:10])[F:9])=[CH:4][C:3]=1[NH:12][C:13](=[O:30])[C:14]1[CH:19]=[CH:18][C:17]([CH3:20])=[C:16]([C:32]2[CH:33]=[C:34]3[C:39](=[CH:40][CH:41]=2)[N:38]=[C:37]([NH:42][CH3:43])[N:36]=[CH:35]3)[CH:15]=1. (2) Given the reactants [CH:1]([C:3]1[CH:8]=[CH:7][C:6]([OH:9])=[CH:5][CH:4]=1)=[CH2:2].[C:10](OC(=O)C)(=[O:12])[CH3:11].[OH-].[Na+].[OH-].[K+], predict the reaction product. The product is: [C:10]([O:9][C:6]1[CH:7]=[CH:8][C:3]([CH:1]=[CH2:2])=[CH:4][CH:5]=1)(=[O:12])[CH3:11].